From a dataset of Full USPTO retrosynthesis dataset with 1.9M reactions from patents (1976-2016). Predict the reactants needed to synthesize the given product. (1) Given the product [C:6]([O:5][CH2:1][CH:2]([CH2:3][OH:12])[OH:4])(=[O:10])[C:7]([CH3:9])=[CH2:8], predict the reactants needed to synthesize it. The reactants are: [CH2:1]([O:5][C:6](=[O:10])[C:7]([CH3:9])=[CH2:8])[CH:2]1[O:4][CH2:3]1.C[O:12]C1C=CC(O)=CC=1.S(=O)(=O)(O)O.S([O-])([O-])(=O)=O.[Na+].[Na+]. (2) Given the product [CH3:17][C:9]1[CH:8]=[C:4]2[C:3]([CH:1]=[N:16][N:15]([CH3:14])[C:5]2=[O:7])=[CH:11][CH:10]=1, predict the reactants needed to synthesize it. The reactants are: [CH:1]([C:3]1[CH:11]=[CH:10][C:9](OC)=[CH:8][C:4]=1[C:5]([OH:7])=O)=O.[CH3:14][NH:15][NH2:16].[CH2:17](O)C. (3) Given the product [Cl:1][C:2]1[C:10]([C:11]([OH:13])=[O:12])=[CH:9][CH:8]=[C:7]2[C:3]=1[CH:4]=[CH:5][N:6]2[CH3:17], predict the reactants needed to synthesize it. The reactants are: [Cl:1][C:2]1[C:10]([C:11]([O:13]C)=[O:12])=[CH:9][CH:8]=[C:7]2[C:3]=1[CH:4]=[CH:5][NH:6]2.[H-].[Na+].[CH3:17]I.